From a dataset of Full USPTO retrosynthesis dataset with 1.9M reactions from patents (1976-2016). Predict the reactants needed to synthesize the given product. (1) The reactants are: [CH2:1]([O:8][C:9]1[CH:18]=[C:17]2[C:12]([C:13]([NH:22][CH2:23][CH2:24][NH:25][C:26](=[O:32])[O:27][C:28]([CH3:31])([CH3:30])[CH3:29])=[C:14]([N+:19]([O-])=O)[CH:15]=[N:16]2)=[CH:11][CH:10]=1)[C:2]1[CH:7]=[CH:6][CH:5]=[CH:4][CH:3]=1. Given the product [NH2:19][C:14]1[CH:15]=[N:16][C:17]2[C:12]([C:13]=1[NH:22][CH2:23][CH2:24][NH:25][C:26](=[O:32])[O:27][C:28]([CH3:31])([CH3:30])[CH3:29])=[CH:11][CH:10]=[C:9]([O:8][CH2:1][C:2]1[CH:3]=[CH:4][CH:5]=[CH:6][CH:7]=1)[CH:18]=2, predict the reactants needed to synthesize it. (2) Given the product [OH:14][CH2:13][C@H:11]1[CH2:12][NH:8][CH2:9][C@H:10]1[C:15]1[CH:20]=[CH:19][CH:18]=[CH:17][C:16]=1[OH:21], predict the reactants needed to synthesize it. The reactants are: C([N:8]1[CH2:12][CH:11]([CH2:13][OH:14])[CH:10]([C:15]2[CH:20]=[CH:19][CH:18]=[CH:17][C:16]=2[OH:21])[CH2:9]1)C1C=CC=CC=1.CO. (3) Given the product [Cl:9][C:10]1[CH:11]=[C:12]([CH:28]=[CH:29][CH:30]=1)[CH2:13][C:14]1[C:15]([CH3:27])=[N:16][C:17]2[N:18]([N:21]=[CH:22][C:23]=2[C:24]([NH:8][CH2:7][CH2:6][CH:2]2[O:3][CH2:4][CH2:5][O:1]2)=[O:25])[C:19]=1[CH3:20], predict the reactants needed to synthesize it. The reactants are: [O:1]1[CH2:5][CH2:4][O:3][CH:2]1[CH2:6][CH2:7][NH2:8].[Cl:9][C:10]1[CH:11]=[C:12]([CH:28]=[CH:29][CH:30]=1)[CH2:13][C:14]1[C:15]([CH3:27])=[N:16][C:17]2[N:18]([N:21]=[CH:22][C:23]=2[C:24](O)=[O:25])[C:19]=1[CH3:20]. (4) The reactants are: [CH2:1]([N:8]1[C:16]2[C:11](=[CH:12][CH:13]=[CH:14][CH:15]=2)[C:10]([CH2:17][CH2:18][CH2:19][CH2:20][CH3:21])=[C:9]1[C:22]1[CH:31]=[CH:30][C:29]2[C:24](=[CH:25][CH:26]=[C:27]([O:32]C)[CH:28]=2)[CH:23]=1)[C:2]1[CH:7]=[CH:6][CH:5]=[CH:4][CH:3]=1.B(Br)(Br)Br. Given the product [CH2:1]([N:8]1[C:16]2[C:11](=[CH:12][CH:13]=[CH:14][CH:15]=2)[C:10]([CH2:17][CH2:18][CH2:19][CH2:20][CH3:21])=[C:9]1[C:22]1[CH:23]=[C:24]2[C:29](=[CH:30][CH:31]=1)[CH:28]=[C:27]([OH:32])[CH:26]=[CH:25]2)[C:2]1[CH:3]=[CH:4][CH:5]=[CH:6][CH:7]=1, predict the reactants needed to synthesize it. (5) Given the product [CH2:1]([N:8]1[C:12]([CH2:13][C:14]2[C:19]([CH2:20][CH3:21])=[N:27][N:26]([CH:23]([CH3:25])[CH3:24])[C:15]=2[CH2:16][CH3:17])=[CH:11][N:10]=[CH:9]1)[C:2]1[CH:7]=[CH:6][CH:5]=[CH:4][CH:3]=1, predict the reactants needed to synthesize it. The reactants are: [CH2:1]([N:8]1[C:12]([CH2:13][CH:14]([C:19](=O)[CH2:20][CH3:21])[C:15](=O)[CH2:16][CH3:17])=[CH:11][N:10]=[CH:9]1)[C:2]1[CH:7]=[CH:6][CH:5]=[CH:4][CH:3]=1.[CH:23]([NH:26][NH2:27])([CH3:25])[CH3:24]. (6) Given the product [CH3:30][C:31]1[O:4][C:3]([CH2:5][CH:6]2[CH2:11][CH2:10][N:9]([C:12]3[CH:17]=[CH:16][C:15]([N:18]4[CH2:22][C@H:21]([CH2:23][NH:24][C:25](=[O:27])[CH3:26])[O:20][C:19]4=[O:28])=[CH:14][C:13]=3[F:29])[CH2:8][CH2:7]2)=[N:1][N:2]=1, predict the reactants needed to synthesize it. The reactants are: [NH:1]([C:3]([CH2:5][CH:6]1[CH2:11][CH2:10][N:9]([C:12]2[CH:17]=[CH:16][C:15]([N:18]3[CH2:22][CH:21]([CH2:23][NH:24][C:25](=[O:27])[CH3:26])[O:20][C:19]3=[O:28])=[CH:14][C:13]=2[F:29])[CH2:8][CH2:7]1)=[O:4])[NH2:2].[C:30](Cl)(=O)[CH3:31].